From a dataset of Catalyst prediction with 721,799 reactions and 888 catalyst types from USPTO. Predict which catalyst facilitates the given reaction. (1) Reactant: [OH:1][C:2]1[CH:3]=[C:4]([C@@H:8]([NH:10][C:11](=[O:17])[O:12][C:13]([CH3:16])([CH3:15])[CH3:14])[CH3:9])[CH:5]=[CH:6][CH:7]=1.[CH:35]1[CH:36]=[CH:31]C(P([C:31]2[CH:36]=[CH:35][CH:34]=[CH:33]C=2)[C:35]2[CH:36]=[CH:31]C=[CH:33][CH:34]=2)=[CH:33][CH:34]=1.C1(O)CCCC1.CCOC(/N=N/C(OCC)=O)=O.N#N. The catalyst class is: 1. Product: [CH:33]1([O:1][C:2]2[CH:3]=[C:4]([C@@H:8]([NH:10][C:11](=[O:17])[O:12][C:13]([CH3:16])([CH3:15])[CH3:14])[CH3:9])[CH:5]=[CH:6][CH:7]=2)[CH2:34][CH2:35][CH2:36][CH2:31]1. (2) Reactant: [CH3:1][O:2][C:3]1[C:4]([CH3:34])=[C:5]([C:25]([O:32][CH3:33])=[C:26]([O:30][CH3:31])[C:27]=1[O:28][CH3:29])[CH2:6][C:7]1[CH:8]=[CH:9][C:10](OS(C(F)(F)F)(=O)=O)=[C:11]([CH:16]=1)[C:12]([O:14][CH3:15])=[O:13].C(=O)([O-])[O-].[Na+].[Na+].[Cl-].[Li+].[CH3:43][O:44][C:45]1[CH:50]=[CH:49][CH:48]=[CH:47][C:46]=1B(O)O. Product: [CH3:1][O:2][C:3]1[C:4]([CH3:34])=[C:5]([C:25]([O:32][CH3:33])=[C:26]([O:30][CH3:31])[C:27]=1[O:28][CH3:29])[CH2:6][C:7]1[CH:8]=[CH:9][C:10]([C:46]2[CH:47]=[CH:48][CH:49]=[CH:50][C:45]=2[O:44][CH3:43])=[C:11]([CH:16]=1)[C:12]([O:14][CH3:15])=[O:13]. The catalyst class is: 133. (3) Reactant: C[C:2]([O-:5])(C)C.[K+].[Cl-].COC[P+](C1C=CC=CC=1)(C1C=CC=CC=1)C1C=CC=CC=1.[CH3:30][N:31]([CH3:46])[C:32]1([C:39]2[CH:44]=[CH:43][CH:42]=[C:41]([F:45])[CH:40]=2)[CH2:37][CH2:36][C:35](=O)[CH2:34][CH2:33]1. Product: [CH3:30][N:31]([CH3:46])[C:32]1([C:39]2[CH:44]=[CH:43][CH:42]=[C:41]([F:45])[CH:40]=2)[CH2:37][CH2:36][CH:35]([CH:2]=[O:5])[CH2:34][CH2:33]1. The catalyst class is: 1. (4) Reactant: [Cl:1][C:2]1[CH:18]=[CH:17][C:5]2[S:6][C:7]([C:13]([O:15]C)=[O:14])=[C:8]([C:9]([F:12])([F:11])[F:10])[C:4]=2[CH:3]=1.[Li+].[OH-].C(O)(=O)CC(CC(O)=O)(C(O)=O)O. Product: [Cl:1][C:2]1[CH:18]=[CH:17][C:5]2[S:6][C:7]([C:13]([OH:15])=[O:14])=[C:8]([C:9]([F:12])([F:11])[F:10])[C:4]=2[CH:3]=1. The catalyst class is: 87. (5) Reactant: Br[C:2]1[CH:16]=[CH:15][C:5]([CH2:6][O:7][Si:8]([C:11]([CH3:14])([CH3:13])[CH3:12])([CH3:10])[CH3:9])=[CH:4][CH:3]=1.[Li]CCCC.CCCCCC.C(N(CC)[C:31](=[O:36])[C:32]([F:35])([F:34])[F:33])C. Product: [Si:8]([O:7][CH2:6][C:5]1[CH:15]=[CH:16][C:2]([C:31](=[O:36])[C:32]([F:35])([F:34])[F:33])=[CH:3][CH:4]=1)([C:11]([CH3:14])([CH3:13])[CH3:12])([CH3:10])[CH3:9]. The catalyst class is: 1. (6) Reactant: [C:1]1([C@@H:7]2[NH:11][C@H:10]([CH2:12][O:13][C:14]3[CH:23]=[CH:22][C:17]([C:18]([O:20][CH3:21])=[O:19])=[CH:16][CH:15]=3)[CH2:9][CH2:8]2)[CH:6]=[CH:5][CH:4]=[CH:3][CH:2]=1.[Cl:24][C:25]1[CH:30]=[C:29](Cl)[CH:28]=[CH:27][C:26]=1[NH:32][C:33](=[O:47])[NH:34][C:35]1[CH:40]=[CH:39][C:38]([CH2:41][C:42]([OH:44])=O)=[CH:37][C:36]=1[O:45][CH3:46].CCN=C=NCCCN(C)C.[ClH:59].O. Product: [Cl:59][C:27]1[CH:28]=[CH:29][CH:30]=[C:25]([Cl:24])[C:26]=1[NH:32][C:33](=[O:47])[NH:34][C:35]1[CH:40]=[CH:39][C:38]([CH2:41][C:42]([N:11]2[C@@H:7]([C:1]3[CH:2]=[CH:3][CH:4]=[CH:5][CH:6]=3)[CH2:8][CH2:9][C@H:10]2[CH2:12][O:13][C:14]2[CH:15]=[CH:16][C:17]([C:18]([O:20][CH3:21])=[O:19])=[CH:22][CH:23]=2)=[O:44])=[CH:37][C:36]=1[O:45][CH3:46]. The catalyst class is: 3. (7) The catalyst class is: 8. Product: [Cl:8][C:9]1[CH:10]=[C:11]([CH:14]=[C:15]([CH3:17])[CH:16]=1)[CH:12]=[O:3]. Reactant: [Na].[N+](C(C)C)([O-])=[O:3].[Cl:8][C:9]1[CH:10]=[C:11]([CH:14]=[C:15]([CH3:17])[CH:16]=1)[CH2:12]Br. (8) Reactant: [H-].[Na+].[F:3][C:4]1[CH:5]=[C:6]([OH:10])[CH:7]=[CH:8][CH:9]=1.[C:11]1([C:20]2[C:15](=[CH:16][CH:17]=[CH:18][CH:19]=2)[CH2:14][O:13]1)=[O:12]. Product: [F:3][C:4]1[CH:5]=[C:6]([CH:7]=[CH:8][CH:9]=1)[O:10][CH2:14][C:15]1[CH:16]=[CH:17][CH:18]=[CH:19][C:20]=1[C:11]([OH:13])=[O:12]. The catalyst class is: 9. (9) Reactant: [CH:1]12[O:8][CH:5]([CH2:6][CH2:7]1)[CH2:4][N:3]([C:9]1[N:14]=[C:13]([C:15]3[CH:21]=[CH:20][C:18]([NH2:19])=[CH:17][CH:16]=3)[CH:12]=[CH:11][N:10]=1)[CH2:2]2.C(=O)([O-])O.[Na+].Cl[C:28]([O:30][C:31]1[CH:36]=[CH:35][CH:34]=[CH:33][CH:32]=1)=[O:29]. Product: [C:31]1([O:30][C:28](=[O:29])[NH:19][C:18]2[CH:20]=[CH:21][C:15]([C:13]3[CH:12]=[CH:11][N:10]=[C:9]([N:3]4[CH2:4][CH:5]5[O:8][CH:1]([CH2:7][CH2:6]5)[CH2:2]4)[N:14]=3)=[CH:16][CH:17]=2)[CH:36]=[CH:35][CH:34]=[CH:33][CH:32]=1. The catalyst class is: 91. (10) Reactant: [CH2:1]([O:8][C:9]1[CH:14]=[CH:13][C:12]([O:15][CH2:16][CH2:17][CH:18]([CH3:20])[CH3:19])=[CH:11][C:10]=1[N:21]1[S:25](=[O:27])(=[O:26])[N:24](CC[Si](C)(C)C)[C:23](=[O:34])[CH2:22]1)[C:2]1[CH:7]=[CH:6][CH:5]=[CH:4][CH:3]=1.CCCC[N+](CCCC)(CCCC)CCCC.[F-]. Product: [CH2:1]([O:8][C:9]1[CH:14]=[CH:13][C:12]([O:15][CH2:16][CH2:17][CH:18]([CH3:20])[CH3:19])=[CH:11][C:10]=1[N:21]1[S:25](=[O:27])(=[O:26])[NH:24][C:23](=[O:34])[CH2:22]1)[C:2]1[CH:3]=[CH:4][CH:5]=[CH:6][CH:7]=1. The catalyst class is: 1.